This data is from Peptide-MHC class I binding affinity with 185,985 pairs from IEDB/IMGT. The task is: Regression. Given a peptide amino acid sequence and an MHC pseudo amino acid sequence, predict their binding affinity value. This is MHC class I binding data. (1) The MHC is HLA-A02:01 with pseudo-sequence HLA-A02:01. The peptide sequence is YLPTQQDVL. The binding affinity (normalized) is 0.152. (2) The peptide sequence is VAGRFAAEF. The MHC is H-2-Kb with pseudo-sequence H-2-Kb. The binding affinity (normalized) is 0.762. (3) The peptide sequence is NFITKEIKNR. The MHC is HLA-A11:01 with pseudo-sequence HLA-A11:01. The binding affinity (normalized) is 0.